Predict the reaction yield, written as a fraction of the theoretical maximum amount of product (1.0 means a 100% yield; for example, 0.34 means a 34% yield). From a dataset of Reaction yield outcomes from USPTO patents with 853,638 reactions. The reactants are [CH2:1]([N:8]1[CH2:12][C@H:11]([C:13]2[CH:18]=[CH:17][C:16]([F:19])=[C:15]([F:20])[CH:14]=2)[C@@H:10]([C:21](=[O:23])[CH3:22])[CH2:9]1)[C:2]1[CH:7]=[CH:6][CH:5]=[CH:4][CH:3]=1.[H-].[H-].[H-].[H-].[Li+].[Al+3]. The catalyst is C1COCC1. The product is [CH2:1]([N:8]1[CH2:12][C@H:11]([C:13]2[CH:18]=[CH:17][C:16]([F:19])=[C:15]([F:20])[CH:14]=2)[C@@H:10]([C@H:21]([OH:23])[CH3:22])[CH2:9]1)[C:2]1[CH:3]=[CH:4][CH:5]=[CH:6][CH:7]=1. The yield is 0.420.